Dataset: Full USPTO retrosynthesis dataset with 1.9M reactions from patents (1976-2016). Task: Predict the reactants needed to synthesize the given product. (1) Given the product [CH2:1]([O:3][C:4]1[N:9]([CH2:13][C:14]2[CH:15]=[CH:16][C:17]([C:20]3[C:21]([C:26]#[N:27])=[CH:22][CH:23]=[CH:24][CH:25]=3)=[CH:18][CH:19]=2)[C:8](=[O:10])[CH:7]=[C:6]([CH3:11])[N:5]=1)[CH3:2], predict the reactants needed to synthesize it. The reactants are: [CH2:1]([O:3][C:4]1[NH:9][C:8](=[O:10])[CH:7]=[C:6]([CH3:11])[N:5]=1)[CH3:2].Br[CH2:13][C:14]1[CH:19]=[CH:18][C:17]([C:20]2[C:21]([C:26]#[N:27])=[CH:22][CH:23]=[CH:24][CH:25]=2)=[CH:16][CH:15]=1.C(=O)([O-])[O-].[K+].[K+]. (2) Given the product [C:1]([O:5][C:6](=[O:7])[NH:8][CH2:9][C:10]1[CH:18]=[CH:17][C:13]([C:14]([N:42]2[CH2:41][C:40]3[CH:39]=[N:38][N:37]([CH3:43])[C:36]=3[NH:35][C:34]3[CH:44]=[C:30]([Cl:29])[CH:31]=[CH:32][C:33]2=3)=[O:16])=[CH:12][C:11]=1[Cl:19])([CH3:2])([CH3:3])[CH3:4], predict the reactants needed to synthesize it. The reactants are: [C:1]([O:5][C:6]([NH:8][CH2:9][C:10]1[CH:18]=[CH:17][C:13]([C:14]([OH:16])=O)=[CH:12][C:11]=1[Cl:19])=[O:7])([CH3:4])([CH3:3])[CH3:2].CCN(C(C)C)C(C)C.[Cl:29][C:30]1[CH:31]=[CH:32][C:33]2[NH:42][CH2:41][C:40]3[CH:39]=[N:38][N:37]([CH3:43])[C:36]=3[NH:35][C:34]=2[CH:44]=1. (3) Given the product [C:30]([C:34]1[CH:35]=[CH:36][C:37]([CH2:38][NH:39][C:27]([CH:9]2[CH:8]([C:4]3[CH:5]=[CH:6][CH:7]=[C:2]([Cl:1])[CH:3]=3)[C:12]([C:15]3[CH:16]=[CH:17][C:18]([Cl:21])=[CH:19][CH:20]=3)([C:13]#[N:14])[CH:11]([CH2:22][C:23]([CH3:25])([CH3:24])[CH3:26])[NH:10]2)=[O:29])=[CH:40][CH:41]=1)([CH3:33])([CH3:31])[CH3:32], predict the reactants needed to synthesize it. The reactants are: [Cl:1][C:2]1[CH:3]=[C:4]([CH:8]2[C:12]([C:15]3[CH:20]=[CH:19][C:18]([Cl:21])=[CH:17][CH:16]=3)([C:13]#[N:14])[CH:11]([CH2:22][C:23]([CH3:26])([CH3:25])[CH3:24])[NH:10][CH:9]2[C:27]([OH:29])=O)[CH:5]=[CH:6][CH:7]=1.[C:30]([C:34]1[CH:41]=[CH:40][C:37]([CH2:38][NH2:39])=[CH:36][CH:35]=1)([CH3:33])([CH3:32])[CH3:31].CN(C(ON1N=NC2C=CC=NC1=2)=[N+](C)C)C.F[P-](F)(F)(F)(F)F.CCN(C(C)C)C(C)C.